From a dataset of Catalyst prediction with 721,799 reactions and 888 catalyst types from USPTO. Predict which catalyst facilitates the given reaction. (1) Reactant: [F:1][C:2]1[CH:3]=[C:4]([C:8]2[C:17]3[C:12](=[CH:13][CH:14]=[CH:15][CH:16]=3)[C:11]([CH3:18])=[N:10][C:9]=2[C:19](N(OC)C)=[O:20])[CH:5]=[CH:6][CH:7]=1.[CH3:25][Mg]Br. Product: [F:1][C:2]1[CH:3]=[C:4]([C:8]2[C:17]3[C:12](=[CH:13][CH:14]=[CH:15][CH:16]=3)[C:11]([CH3:18])=[N:10][C:9]=2[C:19](=[O:20])[CH3:25])[CH:5]=[CH:6][CH:7]=1. The catalyst class is: 7. (2) Reactant: CCN=C=NCCCN(C)C.Cl.C1C=CC2N(O)N=NC=2C=1.[NH2:23][C@@H:24]([CH2:40][C:41]1[CH:46]=[CH:45][CH:44]=[CH:43][CH:42]=1)[CH2:25][C:26]([N:28]([CH2:36][C:37](O)=[O:38])[CH2:29][C:30]1[CH:35]=[CH:34][CH:33]=[CH:32][CH:31]=1)=[O:27]. Product: [CH2:29]([N:28]1[C:26](=[O:27])[CH2:25][C@H:24]([CH2:40][C:41]2[CH:46]=[CH:45][CH:44]=[CH:43][CH:42]=2)[NH:23][C:37](=[O:38])[CH2:36]1)[C:30]1[CH:35]=[CH:34][CH:33]=[CH:32][CH:31]=1. The catalyst class is: 139. (3) Reactant: [N+:1]([C:4]1[CH:9]=[CH:8][C:7]([C:10]2[C:11](=[O:16])[NH:12][CH:13]=[CH:14][CH:15]=2)=[CH:6][CH:5]=1)([O-:3])=[O:2].C(N(C(C)C)CC)(C)C.N1C=CC=CC=1.[CH2:32]([O:34][C:35]([CH2:37][CH2:38][C:39]1[CH:44]=[CH:43][C:42](B(O)O)=[CH:41][CH:40]=1)=[O:36])[CH3:33]. Product: [CH2:32]([O:34][C:35](=[O:36])[CH2:37][CH2:38][C:39]1[CH:44]=[CH:43][C:42]([N:12]2[CH:13]=[CH:14][CH:15]=[C:10]([C:7]3[CH:8]=[CH:9][C:4]([N+:1]([O-:3])=[O:2])=[CH:5][CH:6]=3)[C:11]2=[O:16])=[CH:41][CH:40]=1)[CH3:33]. The catalyst class is: 221. (4) Reactant: Cl.C(N=C=NCCCN(C)C)C.C(N(CC)CC)C.[CH3:20][O:21][C:22]1[CH:23]=[C:24]([CH:28]=[C:29]([O:33][CH3:34])[C:30]=1[O:31][CH3:32])[C:25]([OH:27])=O.ON1C2C=CC=CC=2N=N1.[CH3:45][C:46](=[CH:57][C:58]1[CH:63]=[CH:62][CH:61]=[CH:60][CH:59]=1)[CH2:47][NH:48][CH2:49][CH2:50][CH:51]1[CH2:55][CH2:54][CH2:53][N:52]1[CH3:56]. Product: [CH3:34][O:33][C:29]1[CH:28]=[C:24]([CH:23]=[C:22]([O:21][CH3:20])[C:30]=1[O:31][CH3:32])[C:25]([N:48]([CH2:47][C:46]([CH3:45])=[CH:57][C:58]1[CH:59]=[CH:60][CH:61]=[CH:62][CH:63]=1)[CH2:49][CH2:50][CH:51]1[CH2:55][CH2:54][CH2:53][N:52]1[CH3:56])=[O:27]. The catalyst class is: 7. (5) The catalyst class is: 495. Reactant: [C:1]1([C:7]2[CH:15]=[C:14]3[C:10]([CH2:11][C:12](=[O:16])[NH:13]3)=[CH:9][CH:8]=2)[CH:6]=[CH:5][CH:4]=[CH:3][CH:2]=1.[CH:17]([C:19]1[NH:20][C:21]2[CH2:22][CH2:23][CH2:24][CH2:25][C:26]=2[C:27]=1[CH2:28][CH2:29][C:30]([OH:32])=[O:31])=O. Product: [O:16]=[C:12]1[C:11](=[CH:17][C:19]2[NH:20][C:21]3[CH2:22][CH2:23][CH2:24][CH2:25][C:26]=3[C:27]=2[CH2:28][CH2:29][C:30]([OH:32])=[O:31])[C:10]2[C:14](=[CH:15][C:7]([C:1]3[CH:2]=[CH:3][CH:4]=[CH:5][CH:6]=3)=[CH:8][CH:9]=2)[NH:13]1. (6) Reactant: Br[C:2]1[CH:23]=[CH:22][C:5]2[C:6]3[N:7]([CH:11]=[C:12]([C:14]4[N:18]([CH:19]([CH3:21])[CH3:20])[N:17]=[CH:16][N:15]=4)[N:13]=3)[CH2:8][CH2:9][O:10][C:4]=2[CH:3]=1.[O:24]1[CH2:29][CH2:28][CH2:27][CH2:26][CH:25]1[O:30][CH2:31][CH2:32][N:33]1[CH:37]=[C:36]([Sn](CCCC)(CCCC)CCCC)[N:35]=[CH:34]1.[O:51]1[CH2:56][CH2:55][CH2:54][CH2:53][CH:52]1[O:57][CH2:58][CH2:59][N:60]1[C:64]([Sn](CCCC)(CCCC)CCCC)=[CH:63][N:62]=[CH:61]1.C(#N)C. Product: [CH:19]([N:18]1[C:14]([C:12]2[N:13]=[C:6]3[C:5]4[CH:22]=[CH:23][C:2]([C:36]5[N:35]=[CH:34][N:33]([CH2:32][CH2:31][O:30][CH:25]6[CH2:26][CH2:27][CH2:28][CH2:29][O:24]6)[CH:37]=5)=[CH:3][C:4]=4[O:10][CH2:9][CH2:8][N:7]3[CH:11]=2)=[N:15][CH:16]=[N:17]1)([CH3:21])[CH3:20].[CH:19]([N:18]1[C:14]([C:12]2[N:13]=[C:6]3[C:5]4[CH:22]=[CH:23][C:2]([C:64]5[N:60]([CH2:59][CH2:58][O:57][CH:52]6[CH2:53][CH2:54][CH2:55][CH2:56][O:51]6)[CH:61]=[N:62][CH:63]=5)=[CH:3][C:4]=4[O:10][CH2:9][CH2:8][N:7]3[CH:11]=2)=[N:15][CH:16]=[N:17]1)([CH3:21])[CH3:20]. The catalyst class is: 73. (7) Reactant: [NH:1]1[C:9]2[C:4](=[CH:5][CH:6]=[CH:7][CH:8]=2)[CH2:3][CH2:2]1.C(=O)([O-])[O-].[K+].[K+].[CH2:16](Br)[C:17]1[CH:22]=[CH:21][CH:20]=[CH:19][CH:18]=1. Product: [CH2:16]([N:1]1[C:9]2[C:4](=[CH:5][CH:6]=[CH:7][CH:8]=2)[CH2:3][CH2:2]1)[C:17]1[CH:22]=[CH:21][CH:20]=[CH:19][CH:18]=1. The catalyst class is: 5. (8) Reactant: C[O:2][C:3]([C:5]1[CH:6]=[C:7]2[C:12](=[CH:13][CH:14]=1)[CH2:11][N:10]([C:15]([O:17][C:18]([CH3:21])([CH3:20])[CH3:19])=[O:16])[CH2:9][CH2:8]2)=O.CO.[BH4-].[Li+].[Cl-].[NH4+]. Product: [OH:2][CH2:3][C:5]1[CH:6]=[C:7]2[C:12](=[CH:13][CH:14]=1)[CH2:11][N:10]([C:15]([O:17][C:18]([CH3:21])([CH3:20])[CH3:19])=[O:16])[CH2:9][CH2:8]2. The catalyst class is: 7. (9) The catalyst class is: 27. Product: [CH:14]([C:17]1[CH:22]=[CH:21][C:20]([NH:23][C:24](=[O:25])[O:11][C:7]2[CH:6]=[C:5]3[C:10](=[CH:9][CH:8]=2)[N:2]([CH3:1])[CH2:3][CH2:4]3)=[CH:19][CH:18]=1)([CH3:16])[CH3:15]. Reactant: [CH3:1][N:2]1[C:10]2[C:5](=[CH:6][C:7]([OH:11])=[CH:8][CH:9]=2)[CH2:4][CH2:3]1.[H-].[Na+].[CH:14]([C:17]1[CH:22]=[CH:21][C:20]([N:23]=[C:24]=[O:25])=[CH:19][CH:18]=1)([CH3:16])[CH3:15]. (10) Reactant: CS(C)=O.[H-].[Na+].[I-].[CH3:8][S+](C)C.[C:12]([C:15]1[CH:16]=[CH:17][C:18]([C:21]([F:24])([F:23])[F:22])=[N:19][CH:20]=1)(=[O:14])[CH3:13]. Product: [F:23][C:21]([F:24])([F:22])[C:18]1[CH:17]=[CH:16][C:15]([C:12]2([CH3:8])[CH2:13][O:14]2)=[CH:20][N:19]=1. The catalyst class is: 1.